The task is: Predict the reaction yield, written as a fraction of the theoretical maximum amount of product (1.0 means a 100% yield; for example, 0.34 means a 34% yield).. This data is from Reaction yield outcomes from USPTO patents with 853,638 reactions. (1) The reactants are FC(F)(F)S(O[C:7]1[CH:8]=[C:9]2[C:14](=[CH:15][CH:16]=1)[N:13]=[C:12]([CH2:17][CH:18]([CH3:20])[CH3:19])[C:11]([CH2:21][NH:22][C:23]([O:25][C:26]([CH3:29])([CH3:28])[CH3:27])=[O:24])=[C:10]2[C:30]1[CH:35]=[CH:34][C:33]([CH3:36])=[CH:32][CH:31]=1)(=O)=O.[C:39](#[N:45])[CH2:40][CH2:41][CH2:42][C:43]#[CH:44].C(N(CC)CC)C. The catalyst is O1CCCC1.C(OCC)(=O)C.[Cu](I)I. The product is [C:39]([CH2:40][CH2:41][CH2:42][C:43]#[C:44][C:7]1[CH:8]=[C:9]2[C:14](=[CH:15][CH:16]=1)[N:13]=[C:12]([CH2:17][CH:18]([CH3:19])[CH3:20])[C:11]([CH2:21][NH:22][C:23](=[O:24])[O:25][C:26]([CH3:27])([CH3:28])[CH3:29])=[C:10]2[C:30]1[CH:35]=[CH:34][C:33]([CH3:36])=[CH:32][CH:31]=1)#[N:45]. The yield is 0.840. (2) The reactants are Cl.Cl.[F:3][C:4]([F:17])([F:16])[CH2:5][O:6][C:7]1[CH:8]=[CH:9][C:10]([C@H:13]([NH2:15])[CH3:14])=[N:11][CH:12]=1.C(OC([N:25]1[C:33]2[C:28](=[CH:29][CH:30]=[CH:31][CH:32]=2)[C:27](/[CH:34]=[CH:35]/[C:36](O)=[O:37])=[CH:26]1)=O)(C)(C)C.C(N(CC)CC)C.C(Cl)CCl.C1C=CC2N(O)N=NC=2C=1.C(=O)(O)[O-].[Na+]. The catalyst is ClCCl. The product is [NH:25]1[C:33]2[C:28](=[CH:29][CH:30]=[CH:31][CH:32]=2)[C:27](/[CH:34]=[CH:35]/[C:36]([NH:15][C@@H:13]([C:10]2[CH:9]=[CH:8][C:7]([O:6][CH2:5][C:4]([F:3])([F:16])[F:17])=[CH:12][N:11]=2)[CH3:14])=[O:37])=[CH:26]1. The yield is 0.530. (3) The product is [C:17]([O:21][C:22]([CH2:2][NH:3][CH2:4][CH2:5][CH2:6][C:7]([OH:9])=[O:8])=[O:23])([CH3:20])([CH3:19])[CH3:18]. The catalyst is C(Cl)Cl.O. The yield is 1.00. The reactants are Cl.[CH3:2][NH:3][CH2:4][CH2:5][CH2:6][C:7]([OH:9])=[O:8].C(N(CC)CC)C.[C:17]([O:21][C:22](O[C:22]([O:21][C:17]([CH3:20])([CH3:19])[CH3:18])=[O:23])=[O:23])([CH3:20])([CH3:19])[CH3:18].Cl. (4) The reactants are [F:1][C:2]([F:25])([F:24])[C:3]1[CH:4]=[C:5]([CH:21]=[CH:22][CH:23]=1)[CH2:6][CH:7]1[S:11][C:10](=[N:12][C:13]2[CH:18]=[CH:17][C:16]([CH3:19])=[CH:15][CH:14]=2)[NH:9][C:8]1=[O:20].[C:26](=O)([O-])[O-].[Na+].[Na+].CI. The catalyst is CN(C=O)C.ClCCl. The product is [F:25][C:2]([F:1])([F:24])[C:3]1[CH:4]=[C:5]([CH:21]=[CH:22][CH:23]=1)[CH2:6][CH:7]1[S:11][C:10](=[N:12][C:13]2[CH:14]=[CH:15][C:16]([CH3:19])=[CH:17][CH:18]=2)[N:9]([CH3:26])[C:8]1=[O:20]. The yield is 0.380. (5) The reactants are Br[C:2]1[CH:10]=[CH:9][C:5]2[O:6][CH2:7][O:8][C:4]=2[CH:3]=1.[C:11]([Li])([CH3:14])([CH3:13])C.[N:16]1([C:27]([O:29][C:30]([CH3:33])([CH3:32])[CH3:31])=[O:28])[CH2:21][CH2:20][CH:19]([C:22]([O:24]CC)=O)[CH2:18][CH2:17]1. The catalyst is C1COCC1. The product is [O:6]1[C:5]2[CH:9]=[CH:10][C:2]([C:22]([C:13]3[CH:11]=[CH:14][C:4]4[O:8][CH2:7][O:6][C:5]=4[CH:9]=3)([OH:24])[CH:19]3[CH2:18][CH2:17][N:16]([C:27]([O:29][C:30]([CH3:31])([CH3:32])[CH3:33])=[O:28])[CH2:21][CH2:20]3)=[CH:3][C:4]=2[O:8][CH2:7]1. The yield is 0.730. (6) The catalyst is O(C1C=CC=CC=1)C1C=CC=CC=1. The yield is 0.250. The product is [Si:1]([O:8][CH:9]1[C:13]2=[CH:14][C:15]3[CH:16]=[C:17]([C:21]4[N:25]([CH2:26][C:27]5[CH:32]=[CH:31][C:30]([O:33][CH3:34])=[CH:29][C:28]=5[O:35][CH3:36])[C:45](=[O:47])[C:40]([C:41]([O:43][CH3:44])=[O:42])=[CH:39][C:22]=4[CH2:23][CH3:24])[CH:18]=[CH:19][C:20]=3[N:12]2[CH2:11][CH2:10]1)([C:4]([CH3:5])([CH3:6])[CH3:7])([CH3:2])[CH3:3]. The reactants are [Si:1]([O:8][CH:9]1[C:13]2=[CH:14][C:15]3[CH:16]=[C:17]([C:21](=[N:25][CH2:26][C:27]4[CH:32]=[CH:31][C:30]([O:33][CH3:34])=[CH:29][C:28]=4[O:35][CH3:36])[CH2:22][CH2:23][CH3:24])[CH:18]=[CH:19][C:20]=3[N:12]2[CH2:11][CH2:10]1)([C:4]([CH3:7])([CH3:6])[CH3:5])([CH3:3])[CH3:2].CO[CH:39]=[C:40]([C:45]([O:47]C)=O)[C:41]([O:43][CH3:44])=[O:42]. (7) The reactants are [C:1]([C:5]1[CH:6]=[C:7]2[C:12](=[C:13]([F:15])[CH:14]=1)[C:11](=[O:16])[NH:10][N:9]=[CH:8]2)([CH3:4])([CH3:3])[CH3:2].[Cl:17][C:18]1[CH:25]=[CH:24][CH:23]=[C:22](F)[C:19]=1[CH:20]=[O:21].C(=O)([O-])[O-].[Cs+].[Cs+].C(O[Si](C)(C)C)C. The catalyst is CN(C=O)C. The product is [C:1]([C:5]1[CH:6]=[C:7]2[C:12](=[C:13]([F:15])[CH:14]=1)[C:11](=[O:16])[N:10]([C:22]1[CH:23]=[CH:24][CH:25]=[C:18]([Cl:17])[C:19]=1[CH:20]=[O:21])[N:9]=[CH:8]2)([CH3:4])([CH3:2])[CH3:3]. The yield is 0.682. (8) The reactants are C[O:2][C:3]([C:5]1([CH2:10][CH2:11][CH2:12][CH2:13][S:14]([CH3:17])(=[O:16])=[O:15])[CH2:9][CH2:8][CH2:7][CH2:6]1)=[O:4].[OH-].[Na+]. The catalyst is C1COCC1.CO. The product is [CH3:17][S:14]([CH2:13][CH2:12][CH2:11][CH2:10][C:5]1([C:3]([OH:4])=[O:2])[CH2:9][CH2:8][CH2:7][CH2:6]1)(=[O:15])=[O:16]. The yield is 0.920. (9) The reactants are [Br:1][C:2]1[C:11]2[C:6](=[CH:7][C:8]([CH2:12][OH:13])=[CH:9][CH:10]=2)[C:5](=[O:14])[N:4]([CH:15]([CH3:17])[CH3:16])[N:3]=1.[H-].[Na+].[CH3:20]I. The catalyst is C1COCC1. The product is [Br:1][C:2]1[C:11]2[C:6](=[CH:7][C:8]([CH2:12][O:13][CH3:20])=[CH:9][CH:10]=2)[C:5](=[O:14])[N:4]([CH:15]([CH3:17])[CH3:16])[N:3]=1. The yield is 0.690.